This data is from Full USPTO retrosynthesis dataset with 1.9M reactions from patents (1976-2016). The task is: Predict the reactants needed to synthesize the given product. (1) Given the product [C:20]1([C:8]2([C:9]3[CH:10]=[C:11]([B:32]([OH:35])[OH:33])[CH:12]=[CH:13][CH:14]=3)[C:21]3[CH:22]=[CH:23][CH:24]=[CH:25][C:26]=3[C:3]3[C:4]2=[CH:5][CH:6]=[CH:7][CH:2]=3)[CH:19]=[CH:18][CH:17]=[CH:16][CH:15]=1, predict the reactants needed to synthesize it. The reactants are: Br[C:2]1[CH:3]=[C:4]([C:8]2([C:21]3[CH:26]=[CH:25][CH:24]=[CH:23][CH:22]=3)[C:20]3[CH:19]=[CH:18][CH:17]=[CH:16][C:15]=3[C:14]3[C:9]2=[CH:10][CH:11]=[CH:12][CH:13]=3)[CH:5]=[CH:6][CH:7]=1.C([Li])CCC.[B:32](OC)([O:35]C)[O:33]C.Cl. (2) Given the product [OH:6][C@@H:5]([CH2:4][OH:3])[CH2:7][O:8][C:9]([N:11]1[CH2:16][CH2:15][C:14]([C:17]2[CH:22]=[CH:21][C:20]([N:23]3[CH2:27][C@H:26]([CH2:28][O:29][C:30]4[CH:34]=[CH:33][O:32][N:31]=4)[O:25][C:24]3=[O:35])=[CH:19][C:18]=2[F:36])=[CH:13][CH2:12]1)=[O:10], predict the reactants needed to synthesize it. The reactants are: CC1(C)[O:6][C@H:5]([CH2:7][O:8][C:9]([N:11]2[CH2:16][CH2:15][C:14]([C:17]3[CH:22]=[CH:21][C:20]([N:23]4[CH2:27][C@H:26]([CH2:28][O:29][C:30]5[CH:34]=[CH:33][O:32][N:31]=5)[O:25][C:24]4=[O:35])=[CH:19][C:18]=3[F:36])=[CH:13][CH2:12]2)=[O:10])[CH2:4][O:3]1.Cl.C(=O)([O-])[O-].[K+].[K+]. (3) The reactants are: [Cl:1][C:2]1[CH:7]=[C:6]2[NH:8][C:9](=[O:32])[C:10]3([CH:15]([C:16]4[CH:21]=[CH:20][CH:19]=[C:18]([Cl:22])[CH:17]=4)[CH2:14][C:13](=[O:23])[NH:12][CH:11]3[C:24]3[CH:29]=[C:28]([Cl:30])[CH:27]=[CH:26][C:25]=3I)[C:5]2=[CH:4][CH:3]=1.C([O-])([O-])=O.[Cs+].[Cs+].C[N:40]([CH3:46])[CH2:41][CH2:42][N:43](C)C.N1C=CN=C1. Given the product [Cl:1][C:2]1[CH:7]=[C:6]2[NH:8][C:9](=[O:32])[C:10]3([CH:15]([C:16]4[CH:21]=[CH:20][CH:19]=[C:18]([Cl:22])[CH:17]=4)[CH2:14][C:13](=[O:23])[NH:12][CH:11]3[C:24]3[CH:29]=[C:28]([Cl:30])[CH:27]=[CH:26][C:25]=3[N:40]3[CH:41]=[CH:42][N:43]=[CH:46]3)[C:5]2=[CH:4][CH:3]=1, predict the reactants needed to synthesize it. (4) Given the product [Br:12][CH2:13][C:14]([NH:6][C:5]1[CH:7]=[CH:8][CH:9]=[C:3]([C:2]([F:10])([F:11])[F:1])[CH:4]=1)=[O:15], predict the reactants needed to synthesize it. The reactants are: [F:1][C:2]([F:11])([F:10])[C:3]1[CH:4]=[C:5]([CH:7]=[CH:8][CH:9]=1)[NH2:6].[Br:12][CH2:13][C:14](Br)=[O:15].C(=O)([O-])O.[Na+].O. (5) Given the product [CH3:1][O:22][C:21](=[O:23])[CH2:20][S:17]([C:14]1[CH:13]=[CH:12][C:11]([Cl:10])=[CH:16][CH:15]=1)(=[O:19])=[O:18], predict the reactants needed to synthesize it. The reactants are: [CH:1](N(C(C)C)CC)(C)C.[Cl:10][C:11]1[CH:16]=[CH:15][C:14]([S:17]([CH2:20][C:21]([OH:23])=[O:22])(=[O:19])=[O:18])=[CH:13][CH:12]=1.CI.